This data is from Full USPTO retrosynthesis dataset with 1.9M reactions from patents (1976-2016). The task is: Predict the reactants needed to synthesize the given product. (1) Given the product [C:8]1([CH3:18])[CH:13]=[CH:12][C:11]([S:14]([O:43][CH2:42][CH2:41][C@H:39]2[CH2:40][C@@H:38]2[C:34]2[CH:35]=[N:36][CH:37]=[C:32]([O:31][CH2:30][C@@H:27]3[CH2:28][CH2:29][NH:26]3)[CH:33]=2)(=[O:16])=[O:15])=[CH:10][CH:9]=1, predict the reactants needed to synthesize it. The reactants are: CCN(CC)CC.[C:8]1([CH3:18])[CH:13]=[CH:12][C:11]([S:14](Cl)(=[O:16])=[O:15])=[CH:10][CH:9]=1.C(OC([N:26]1[CH2:29][CH2:28][C@H:27]1[CH2:30][O:31][C:32]1[CH:33]=[C:34]([C@H:38]2[CH2:40][C@@H:39]2[CH2:41][CH2:42][OH:43])[CH:35]=[N:36][CH:37]=1)=O)(C)(C)C. (2) Given the product [CH2:1]([O:8][C:9](=[O:31])[C@H:10]([CH2:16][CH2:17][CH2:18][CH2:19][NH:20][C:21]([O:23][CH2:24][C:25]1[CH:26]=[CH:27][CH:28]=[CH:29][CH:30]=1)=[O:22])[N:11]([CH2:12][CH:13]([CH3:15])[CH3:14])[S:40]([C:37]1[CH:36]=[CH:35][C:34]([O:33][CH3:32])=[CH:39][CH:38]=1)(=[O:42])=[O:41])[C:2]1[CH:3]=[CH:4][CH:5]=[CH:6][CH:7]=1, predict the reactants needed to synthesize it. The reactants are: [CH2:1]([O:8][C:9](=[O:31])[C@H:10]([CH2:16][CH2:17][CH2:18][CH2:19][NH:20][C:21]([O:23][CH2:24][C:25]1[CH:30]=[CH:29][CH:28]=[CH:27][CH:26]=1)=[O:22])[NH:11][CH2:12][CH:13]([CH3:15])[CH3:14])[C:2]1[CH:7]=[CH:6][CH:5]=[CH:4][CH:3]=1.[CH3:32][O:33][C:34]1[CH:39]=[CH:38][C:37]([S:40](Cl)(=[O:42])=[O:41])=[CH:36][CH:35]=1.